From a dataset of Reaction yield outcomes from USPTO patents with 853,638 reactions. Predict the reaction yield, written as a fraction of the theoretical maximum amount of product (1.0 means a 100% yield; for example, 0.34 means a 34% yield). (1) The reactants are [Br:1][C:2]1[CH:11]=[C:10]2[C:5]([CH2:6][CH2:7][CH2:8][C:9]32[N:15]=[C:14]([CH3:16])[C:13](=S)[NH:12]3)=[CH:4][CH:3]=1.[NH3:18]. No catalyst specified. The product is [Br:1][C:2]1[CH:11]=[C:10]2[C:5]([CH2:6][CH2:7][CH2:8][C:9]32[N:12]=[C:13]([NH2:18])[C:14]([CH3:16])=[N:15]3)=[CH:4][CH:3]=1. The yield is 0.650. (2) The reactants are [NH2:1][C:2]1[S:3][C:4]2[CH:10]=[CH:9][CH:8]=[C:7]([O:11][C:12]([F:15])([F:14])[F:13])[C:5]=2[N:6]=1.[CH3:16][C:17]1[S:21][C:20]([C:22](Cl)=[O:23])=[CH:19][CH:18]=1. The catalyst is N1C=CC=CC=1.CN(C)C1C=CN=CC=1. The product is [F:14][C:12]([F:15])([F:13])[O:11][C:7]1[C:5]2[N:6]=[C:2]([NH:1][C:22]([C:20]3[S:21][C:17]([CH3:16])=[CH:18][CH:19]=3)=[O:23])[S:3][C:4]=2[CH:10]=[CH:9][CH:8]=1. The yield is 0.390.